Dataset: Full USPTO retrosynthesis dataset with 1.9M reactions from patents (1976-2016). Task: Predict the reactants needed to synthesize the given product. (1) Given the product [Br:5][C:6]1[CH:7]=[C:8]2[C:14]([C:18](=[O:19])[CH2:17][Cl:16])=[C:13]([CH3:15])[NH:12][C:9]2=[N:10][CH:11]=1, predict the reactants needed to synthesize it. The reactants are: [Al+3].[Cl-].[Cl-].[Cl-].[Br:5][C:6]1[CH:7]=[C:8]2[CH:14]=[C:13]([CH3:15])[NH:12][C:9]2=[N:10][CH:11]=1.[Cl:16][CH2:17][C:18](Cl)=[O:19]. (2) Given the product [Br:1][C:21]1[CH:22]=[C:23]2[C:18]3=[C:19]([C:10]([CH3:31])([CH3:9])[C:11]4[C:16]([N:17]3[C:30]3[CH:29]=[CH:28][CH:27]=[CH:26][C:25]=3[S:24]2)=[CH:15][CH:14]=[CH:13][CH:12]=4)[CH:20]=1, predict the reactants needed to synthesize it. The reactants are: [Br:1]N1C(=O)CCC1=O.[CH3:9][C:10]1([CH3:31])[C:19]2[CH:20]=[CH:21][CH:22]=[C:23]3[S:24][C:25]4[CH:26]=[CH:27][CH:28]=[CH:29][C:30]=4[N:17]([C:18]=23)[C:16]2[C:11]1=[CH:12][CH:13]=[CH:14][CH:15]=2. (3) Given the product [CH3:26][C:17]1[C:16]([NH:15][C:2]2[CH:7]=[CH:6][C:5]([C:8]([F:11])([F:10])[F:9])=[CH:4][C:3]=2[N+:12]([O-:14])=[O:13])=[CH:25][CH:24]=[CH:23][C:18]=1[C:19]([O:21][CH3:22])=[O:20], predict the reactants needed to synthesize it. The reactants are: Br[C:2]1[CH:7]=[CH:6][C:5]([C:8]([F:11])([F:10])[F:9])=[CH:4][C:3]=1[N+:12]([O-:14])=[O:13].[NH2:15][C:16]1[C:17]([CH3:26])=[C:18]([CH:23]=[CH:24][CH:25]=1)[C:19]([O:21][CH3:22])=[O:20].P([O-])([O-])([O-])=O.[K+].[K+].[K+].O. (4) Given the product [NH2:1][C:2]1[N:3]=[C:4]([C:18]2[O:19][CH2:20][CH2:21][CH:22]=2)[C:5]([C:16]#[N:17])=[C:6]([NH:28][CH2:27][C:26]2[CH:29]=[CH:30][C:31]([CH3:32])=[C:24]([CH3:23])[CH:25]=2)[N:7]=1, predict the reactants needed to synthesize it. The reactants are: [NH2:1][C:2]1[N:7]=[C:6](OS(C(F)(F)F)(=O)=O)[C:5]([C:16]#[N:17])=[C:4]([C:18]2[O:19][CH2:20][CH2:21][CH:22]=2)[N:3]=1.[CH3:23][C:24]1[CH:25]=[C:26]([CH:29]=[CH:30][C:31]=1[CH3:32])[CH2:27][NH2:28]. (5) Given the product [CH:1]([C:4]1[C:12]2[C:7](=[N:8][CH:9]=[CH:10][C:11]=2[C:13]2[CH:14]=[N:15][C:16]3[C:21]([CH:22]=2)=[CH:20][CH:19]=[CH:18][CH:17]=3)[N:6]([C:23]2[CH:30]=[CH:29][C:26]([C:27]([NH2:28])=[O:44])=[C:25]([NH:31][C:32]3[CH:37]=[CH:36][C:35]([N:38]4[CH2:39][CH2:40][O:41][CH2:42][CH2:43]4)=[CH:34][CH:33]=3)[CH:24]=2)[N:5]=1)([CH3:3])[CH3:2], predict the reactants needed to synthesize it. The reactants are: [CH:1]([C:4]1[C:12]2[C:7](=[N:8][CH:9]=[CH:10][C:11]=2[C:13]2[CH:14]=[N:15][C:16]3[C:21]([CH:22]=2)=[CH:20][CH:19]=[CH:18][CH:17]=3)[N:6]([C:23]2[CH:30]=[CH:29][C:26]([C:27]#[N:28])=[C:25]([NH:31][C:32]3[CH:37]=[CH:36][C:35]([N:38]4[CH2:43][CH2:42][O:41][CH2:40][CH2:39]4)=[CH:34][CH:33]=3)[CH:24]=2)[N:5]=1)([CH3:3])[CH3:2].[O:44]1CCN(C2C=CC(N)=CC=2)CC1.